From a dataset of Peptide-MHC class II binding affinity with 134,281 pairs from IEDB. Regression. Given a peptide amino acid sequence and an MHC pseudo amino acid sequence, predict their binding affinity value. This is MHC class II binding data. (1) The peptide sequence is YWFAPGAGAAPLSWS. The MHC is DRB1_1001 with pseudo-sequence DRB1_1001. The binding affinity (normalized) is 0.353. (2) The binding affinity (normalized) is 0. The peptide sequence is VPPLRVWRHRARSVRAKLLSQGGRA. The MHC is DRB1_0101 with pseudo-sequence DRB1_0101. (3) The peptide sequence is ALTEALRVIAGAFEV. The MHC is DRB1_0301 with pseudo-sequence DRB1_0301. The binding affinity (normalized) is 0.234. (4) The peptide sequence is SHNVQGATVAVDCRP. The MHC is DRB1_1001 with pseudo-sequence DRB1_1001. The binding affinity (normalized) is 0.203. (5) The peptide sequence is AGIMIFDPYGATISA. The MHC is HLA-DPA10103-DPB10201 with pseudo-sequence HLA-DPA10103-DPB10201. The binding affinity (normalized) is 0.275.